From a dataset of Catalyst prediction with 721,799 reactions and 888 catalyst types from USPTO. Predict which catalyst facilitates the given reaction. (1) Product: [Cl:1][C:2]1[C:7]([C:8]2[C:12]([CH2:13][O:14][C:15]3[CH:16]=[CH:17][C:18]([C:21]4[CH:22]=[C:23]5[C:28](=[CH:29][CH:30]=4)[N:27]=[C:26]([C:31]([OH:33])=[O:32])[CH:25]=[CH:24]5)=[CH:19][CH:20]=3)=[C:11]([CH:35]([CH3:36])[CH3:37])[O:10][N:9]=2)=[C:6]([Cl:38])[CH:5]=[CH:4][N:3]=1. Reactant: [Cl:1][C:2]1[C:7]([C:8]2[C:12]([CH2:13][O:14][C:15]3[CH:20]=[CH:19][C:18]([C:21]4[CH:22]=[C:23]5[C:28](=[CH:29][CH:30]=4)[N:27]=[C:26]([C:31]([O:33]C)=[O:32])[CH:25]=[CH:24]5)=[CH:17][CH:16]=3)=[C:11]([CH:35]([CH3:37])[CH3:36])[O:10][N:9]=2)=[C:6]([Cl:38])[CH:5]=[CH:4][N:3]=1.[OH-].[Na+].Cl. The catalyst class is: 1. (2) Reactant: Cl[C:2]1[N:11]=[C:10]([NH:12][CH2:13][CH:14]([C:16]2[CH:21]=[CH:20][CH:19]=[CH:18][CH:17]=2)[CH3:15])[C:9]2[C:4](=[CH:5][CH:6]=[CH:7][CH:8]=2)[N:3]=1.[CH3:22][C:23]1[C:28](B(O)O)=[CH:27][N:26]2[CH:32]=[CH:33][N:34]=[C:25]2[CH:24]=1.C(NC1C2C(=CC=CC=2)N=C(C2SC3C=CC=CC=3C=2)N=1)(C1C=CC=CC=1)C1C=CC=CC=1. Product: [CH3:22][C:23]1[C:28]([C:2]2[N:11]=[C:10]([NH:12][CH2:13][CH:14]([C:16]3[CH:21]=[CH:20][CH:19]=[CH:18][CH:17]=3)[CH3:15])[C:9]3[C:4](=[CH:5][CH:6]=[CH:7][CH:8]=3)[N:3]=2)=[CH:27][N:26]2[CH:32]=[CH:33][N:34]=[C:25]2[CH:24]=1. The catalyst class is: 147. (3) Reactant: [CH3:1][S:2]([OH:5])(=[O:4])=[O:3].[N:6]1[CH:11]=[CH:10][CH:9]=[C:8]([CH2:12][C@H:13]2[C@H:18]([NH:19][C:20]([C:22]3[O:23][C:24]4[CH:30]=[CH:29][CH:28]=[CH:27][C:25]=4[CH:26]=3)=[O:21])[CH:17]3[CH2:31][CH2:32][N:14]2[CH2:15][CH2:16]3)[CH:7]=1. Product: [CH3:1][S:2]([OH:5])(=[O:4])=[O:3].[N:6]1[CH:11]=[CH:10][CH:9]=[C:8]([CH2:12][C@H:13]2[C@H:18]([NH:19][C:20]([C:22]3[O:23][C:24]4[CH:30]=[CH:29][CH:28]=[CH:27][C:25]=4[CH:26]=3)=[O:21])[CH:17]3[CH2:31][CH2:32][N:14]2[CH2:15][CH2:16]3)[CH:7]=1. The catalyst class is: 8. (4) Reactant: [CH3:1][O:2][C:3]1[CH:28]=[C:27]([O:29][CH3:30])[CH:26]=[CH:25][C:4]=1[CH2:5][NH:6][C@@:7]([C@H:16]1[CH2:20][O:19][CH2:18][C@@H:17]1[S:21][CH2:22][C:23]#[N:24])([C:9]1[CH:14]=[CH:13][CH:12]=[CH:11][C:10]=1[F:15])[CH3:8].C(N(CC)CC)C.[F:38][C:39]([F:50])([F:49])[C:40](O[C:40](=[O:41])[C:39]([F:50])([F:49])[F:38])=[O:41]. Product: [C:23]([CH2:22][S:21][C@H:17]1[CH2:18][O:19][CH2:20][C@@H:16]1[C@:7]([N:6]([CH2:5][C:4]1[CH:25]=[CH:26][C:27]([O:29][CH3:30])=[CH:28][C:3]=1[O:2][CH3:1])[C:40](=[O:41])[C:39]([F:50])([F:49])[F:38])([C:9]1[CH:14]=[CH:13][CH:12]=[CH:11][C:10]=1[F:15])[CH3:8])#[N:24]. The catalyst class is: 96. (5) Reactant: [CH:1]1[C:10]2[C:5](=[CH:6][CH:7]=[CH:8][CH:9]=2)[CH:4]=[CH:3][C:2]=1[S:11]([N:14]1[CH2:18][C@H:17]([S:19][C:20]([C:33]2[CH:38]=[CH:37][CH:36]=[CH:35][CH:34]=2)([C:27]2[CH:32]=[CH:31][CH:30]=[CH:29][CH:28]=2)[C:21]2[CH:26]=[CH:25][CH:24]=[CH:23][CH:22]=2)[CH2:16][C@H:15]1[C:39](O)=[O:40])(=[O:13])=[O:12].[C:42]([O:46][C:47](=[O:58])[CH2:48][NH:49][CH2:50][CH2:51][C:52]1[CH:57]=[CH:56][CH:55]=[CH:54][CH:53]=1)([CH3:45])([CH3:44])[CH3:43].CCN=C=NCCCN(C)C.C1C=CC2N(O)N=NC=2C=1. Product: [C:42]([O:46][C:47](=[O:58])[CH2:48][N:49]([C:39]([C@@H:15]1[CH2:16][C@@H:17]([S:19][C:20]([C:21]2[CH:22]=[CH:23][CH:24]=[CH:25][CH:26]=2)([C:27]2[CH:32]=[CH:31][CH:30]=[CH:29][CH:28]=2)[C:33]2[CH:34]=[CH:35][CH:36]=[CH:37][CH:38]=2)[CH2:18][N:14]1[S:11]([C:2]1[CH:1]=[CH:10][C:5]2[C:4](=[CH:9][CH:8]=[CH:7][CH:6]=2)[CH:3]=1)(=[O:12])=[O:13])=[O:40])[CH2:50][CH2:51][C:52]1[CH:53]=[CH:54][CH:55]=[CH:56][CH:57]=1)([CH3:45])([CH3:43])[CH3:44]. The catalyst class is: 1. (6) Product: [F:9][C:10]1[CH:26]=[CH:25][C:13]([C:14]([NH:16][S:17]([N:20]([CH:22]([CH3:23])[CH3:24])[CH3:21])(=[O:19])=[O:18])=[O:15])=[CH:12][C:11]=1[NH:27][C:2]([O:4][CH2:5][CH2:6][CH2:7][CH3:8])=[O:3]. The catalyst class is: 159. Reactant: Cl[C:2]([O:4][CH2:5][CH2:6][CH2:7][CH3:8])=[O:3].[F:9][C:10]1[CH:26]=[CH:25][C:13]([C:14]([NH:16][S:17]([N:20]([CH:22]([CH3:24])[CH3:23])[CH3:21])(=[O:19])=[O:18])=[O:15])=[CH:12][C:11]=1[NH2:27]. (7) Reactant: [C:1]([C:3](=[CH:12]OCC)[C:4]([NH:6][C:7](=O)[O:8]CC)=[O:5])#[N:2].[NH2:16][C:17]1[CH:22]=[CH:21][C:20]([N:23]2[CH2:27][CH2:26][O:25][C:24]2=[O:28])=[CH:19][CH:18]=1. Product: [O:8]=[C:7]1[NH:6][C:4](=[O:5])[C:3]([C:1]#[N:2])=[CH:12][N:16]1[C:17]1[CH:18]=[CH:19][C:20]([N:23]2[CH2:27][CH2:26][O:25][C:24]2=[O:28])=[CH:21][CH:22]=1. The catalyst class is: 10.